From a dataset of Catalyst prediction with 721,799 reactions and 888 catalyst types from USPTO. Predict which catalyst facilitates the given reaction. (1) Reactant: [N:1]1[CH:6]=[CH:5][CH:4]=[CH:3][C:2]=1[C:7]1[N:8]=[C:9]([NH:12][C:13]2[N:18]=[CH:17][CH:16]=[CH:15][N:14]=2)[S:10][CH:11]=1.[CH2:19]=[O:20].C(N(CC)CC)C. Product: [N:1]1[CH:6]=[CH:5][CH:4]=[CH:3][C:2]=1[C:7]1[N:8]=[C:9]([NH:12][C:13]2[N:14]=[CH:15][CH:16]=[CH:17][N:18]=2)[S:10][C:11]=1[CH2:19][OH:20]. The catalyst class is: 7. (2) Reactant: [OH:1][C:2]([CH3:18])([CH3:17])[CH2:3][CH2:4][CH2:5][CH:6]1[CH2:10][CH2:9][C:8]2([CH2:15][CH2:14][CH2:13][C:12](=[O:16])[CH2:11]2)[CH2:7]1.[CH3:19][Si:20]([CH3:27])([CH3:26])N1C=CN=C1. Product: [CH3:17][C:2]([O:1][Si:20]([CH3:27])([CH3:26])[CH3:19])([CH3:18])[CH2:3][CH2:4][CH2:5][CH:6]1[CH2:10][CH2:9][C:8]2([CH2:15][CH2:14][CH2:13][C:12](=[O:16])[CH2:11]2)[CH2:7]1. The catalyst class is: 1. (3) The catalyst class is: 16. Reactant: CS(O[CH2:6][CH2:7][CH2:8][N:9]([C:24]([O:26][C:27]([CH3:30])([CH3:29])[CH3:28])=[O:25])[CH2:10][C@@H:11]([NH:13][C:14]([O:16][CH2:17][C:18]1[CH:23]=[CH:22][CH:21]=[CH:20][CH:19]=1)=[O:15])[CH3:12])(=O)=O.[H-].[Na+].O. Product: [CH3:12][C@H:11]1[CH2:10][N:9]([C:24]([O:26][C:27]([CH3:30])([CH3:29])[CH3:28])=[O:25])[CH2:8][CH2:7][CH2:6][N:13]1[C:14]([O:16][CH2:17][C:18]1[CH:23]=[CH:22][CH:21]=[CH:20][CH:19]=1)=[O:15]. (4) Reactant: [H-].[Na+].[N+:3]([C:6]1[CH:7]=[C:8]([C:11]([O:13][CH2:14][CH3:15])=[O:12])[NH:9][CH:10]=1)([O-:5])=[O:4].[NH2:16]Cl. Product: [NH2:16][N:9]1[CH:10]=[C:6]([N+:3]([O-:5])=[O:4])[CH:7]=[C:8]1[C:11]([O:13][CH2:14][CH3:15])=[O:12]. The catalyst class is: 3.